Dataset: Forward reaction prediction with 1.9M reactions from USPTO patents (1976-2016). Task: Predict the product of the given reaction. Given the reactants [CH2:1]([N:5]([CH2:21][CH:22]([CH3:24])[CH3:23])[C:6]1[CH:11]=[CH:10][C:9]([C:12]2(C(O)=O)[CH2:14][CH2:13]2)=[CH:8][C:7]=1[N+:18]([O-:20])=[O:19])[CH:2]([CH3:4])[CH3:3].[C:25](Cl)(=[O:29])[C:26](Cl)=O.C[Si](C=[N+]=[N-])(C)C.CN(C=[O:42])C, predict the reaction product. The product is: [CH2:1]([N:5]([CH2:21][CH:22]([CH3:24])[CH3:23])[C:6]1[CH:11]=[CH:10][C:9]([C:12]2([CH2:26][C:25]([OH:29])=[O:42])[CH2:14][CH2:13]2)=[CH:8][C:7]=1[N+:18]([O-:20])=[O:19])[CH:2]([CH3:4])[CH3:3].